Dataset: Forward reaction prediction with 1.9M reactions from USPTO patents (1976-2016). Task: Predict the product of the given reaction. (1) The product is: [NH2:17][CH2:16][C:13]1[N:11]2[N:12]=[C:7]([NH:6][CH2:5][C:4]3[CH:18]=[CH:19][C:20]([Cl:21])=[C:2]([Cl:1])[CH:3]=3)[CH:8]=[CH:9][C:10]2=[N:15][CH:14]=1. Given the reactants [Cl:1][C:2]1[CH:3]=[C:4]([CH:18]=[CH:19][C:20]=1[Cl:21])[CH2:5][NH:6][C:7]1[CH:8]=[CH:9][C:10]2[N:11]([C:13]([C:16]#[N:17])=[CH:14][N:15]=2)[N:12]=1, predict the reaction product. (2) Given the reactants Cl[C:2]1[C:3](=[O:15])[N:4]([CH:10]([CH2:13][CH3:14])[CH2:11][CH3:12])[C:5]([CH3:9])=[C:6]([Cl:8])[N:7]=1.[Cl:16][C:17]1[CH:18]=[C:19]([O:26][CH3:27])[CH:20]=[C:21]2[C:25]=1[NH:24][CH2:23][CH2:22]2.C[Si](C)(C)[N-][Si](C)(C)C.[Na+].C([O-])(O)=O.[Na+], predict the reaction product. The product is: [Cl:8][C:6]1[N:7]=[C:2]([N:24]2[C:25]3[C:21](=[CH:20][C:19]([O:26][CH3:27])=[CH:18][C:17]=3[Cl:16])[CH2:22][CH2:23]2)[C:3](=[O:15])[N:4]([CH:10]([CH2:13][CH3:14])[CH2:11][CH3:12])[C:5]=1[CH3:9]. (3) Given the reactants [Cl:1][C:2]1[N:6]([CH3:7])[N:5]=[C:4]([CH:8]([F:10])[F:9])[C:3]=1[CH:11]=[O:12].C1(C)C=CC=CC=1.[OH-:20].[Na+].OO, predict the reaction product. The product is: [Cl:1][C:2]1[N:6]([CH3:7])[N:5]=[C:4]([CH:8]([F:9])[F:10])[C:3]=1[C:11]([OH:20])=[O:12]. (4) Given the reactants [I:1][C:2]1[CH:9]=[CH:8][CH:7]=[CH:6][C:3]=1[CH2:4][OH:5].[H-].[Na+].[CH2:12](Br)[CH:13]=[CH2:14], predict the reaction product. The product is: [CH2:14]([O:5][CH2:4][C:3]1[CH:6]=[CH:7][CH:8]=[CH:9][C:2]=1[I:1])[CH:13]=[CH2:12]. (5) Given the reactants [O:1]=[C:2]1[C:11]2[C:6](=[CH:7][CH:8]=[CH:9][CH:10]=2)[NH:5][CH:4]=[C:3]1[C:12]([OH:14])=O.[NH2:15][C:16]1[C:27]([C:28]([CH3:31])([CH3:30])[CH3:29])=[CH:26][C:19]2[C:20]([CH3:25])([CH3:24])[C:21](=[O:23])[O:22][C:18]=2[CH:17]=1.CC1OCCC1.C(P1(=O)OP(CCC)(=O)OP(CCC)(=O)O1)CC.N1C=CC=CC=1.C(=O)(OC)OC1C=C([N+]([O-])=O)C(C(C)(C)C)=CC=1Br, predict the reaction product. The product is: [C:28]([C:27]1[C:16]([NH:15][C:12]([C:3]2[C:2](=[O:1])[C:11]3[C:6](=[CH:7][CH:8]=[CH:9][CH:10]=3)[NH:5][CH:4]=2)=[O:14])=[CH:17][C:18]2[O:22][C:21](=[O:23])[C:20]([CH3:25])([CH3:24])[C:19]=2[CH:26]=1)([CH3:31])([CH3:29])[CH3:30]. (6) Given the reactants [NH2:1][C:2]1[N:14]=[C:13]([C:15]2[C:20]([O:21]CC3C=CC=CC=3)=[CH:19][CH:18]=[CH:17][C:16]=2[O:29]CC2C=CC=CC=2)[CH:12]=[C:11]([CH:37]2[CH2:42][CH2:41][CH2:40][N:39]([C:43]([O:45][C:46]([CH3:49])([CH3:48])[CH3:47])=[O:44])[CH2:38]2)[C:3]=1[C:4]([O:6][C:7]([CH3:10])([CH3:9])[CH3:8])=[O:5], predict the reaction product. The product is: [NH2:1][C:2]1[N:14]=[C:13]([C:15]2[C:20]([OH:21])=[CH:19][CH:18]=[CH:17][C:16]=2[OH:29])[CH:12]=[C:11]([CH:37]2[CH2:42][CH2:41][CH2:40][N:39]([C:43]([O:45][C:46]([CH3:49])([CH3:48])[CH3:47])=[O:44])[CH2:38]2)[C:3]=1[C:4]([O:6][C:7]([CH3:8])([CH3:9])[CH3:10])=[O:5]. (7) The product is: [CH2:1]([C:5]1[N:6]=[C:7]([NH:25][CH2:26][C:27]2[CH:32]=[CH:31][C:30]([O:33][CH3:34])=[CH:29][C:28]=2[O:35][CH3:36])[C:8]2[NH:13][N:12]=[C:11]([CH2:14][CH2:15][CH2:16][CH2:17][CH2:18][N:19]3[CH2:23][CH2:22][CH:21]([F:24])[CH2:37][CH2:20]3)[C:9]=2[N:10]=1)[CH2:2][CH2:3][CH3:4]. Given the reactants [CH2:1]([C:5]1[N:6]=[C:7]([NH:25][CH2:26][C:27]2[CH:32]=[CH:31][C:30]([O:33][CH3:34])=[CH:29][C:28]=2[O:35][CH3:36])[C:8]2[NH:13][N:12]=[C:11]([CH2:14][CH2:15][CH2:16][CH2:17][CH2:18][N:19]3[CH2:23][CH2:22][C@H:21]([F:24])[CH2:20]3)[C:9]=2[N:10]=1)[CH2:2][CH2:3][CH3:4].[CH2:37](C1N=C(NCC2C=CC(OC)=CC=2OC)C2NN=C(C#CCCCCl)C=2N=1)CCC.Cl.FC1CCNCC1, predict the reaction product.